Dataset: Full USPTO retrosynthesis dataset with 1.9M reactions from patents (1976-2016). Task: Predict the reactants needed to synthesize the given product. (1) Given the product [F:1][C:2]1[CH:7]=[CH:6][C:5]([S:8][CH2:12][C:13]([N:15]([CH:22]2[CH2:27][CH2:26][CH2:25][CH2:24][CH2:23]2)[C:16]2[CH:17]=[CH:18][CH:19]=[CH:20][CH:21]=2)=[O:14])=[CH:4][CH:3]=1, predict the reactants needed to synthesize it. The reactants are: [F:1][C:2]1[CH:7]=[CH:6][C:5]([SH:8])=[CH:4][CH:3]=1.[OH-].[Na+].Cl[CH2:12][C:13]([N:15]([CH:22]1[CH2:27][CH2:26][CH2:25][CH2:24][CH2:23]1)[C:16]1[CH:21]=[CH:20][CH:19]=[CH:18][CH:17]=1)=[O:14]. (2) Given the product [CH2:1]([S:3]([C:6]1[CH:11]=[CH:10][C:9]([CH:12]([C:13]2[NH:36][C:30]([C:25]3[CH:26]=[CH:27][CH:28]=[CH:29][N:24]=3)=[CH:15][CH:14]=2)[CH2:17][CH:18]2[CH2:23][CH2:22][O:21][CH2:20][CH2:19]2)=[CH:8][CH:7]=1)(=[O:5])=[O:4])[CH3:2], predict the reactants needed to synthesize it. The reactants are: [CH2:1]([S:3]([C:6]1[CH:11]=[CH:10][C:9]([CH:12]([CH2:17][CH:18]2[CH2:23][CH2:22][O:21][CH2:20][CH2:19]2)[C:13](=O)[CH:14]=[CH2:15])=[CH:8][CH:7]=1)(=[O:5])=[O:4])[CH3:2].[N:24]1[CH:29]=[CH:28][CH:27]=[CH:26][C:25]=1[CH:30]=O.C([O-])(=O)C.[NH4+:36].C(=O)([O-])O.[Na+].